From a dataset of NCI-60 drug combinations with 297,098 pairs across 59 cell lines. Regression. Given two drug SMILES strings and cell line genomic features, predict the synergy score measuring deviation from expected non-interaction effect. (1) Drug 1: CC1=C(C=C(C=C1)NC(=O)C2=CC=C(C=C2)CN3CCN(CC3)C)NC4=NC=CC(=N4)C5=CN=CC=C5. Drug 2: CC1C(C(CC(O1)OC2CC(CC3=C2C(=C4C(=C3O)C(=O)C5=CC=CC=C5C4=O)O)(C(=O)C)O)N)O. Cell line: OVCAR-8. Synergy scores: CSS=34.5, Synergy_ZIP=0.265, Synergy_Bliss=0.0704, Synergy_Loewe=-39.4, Synergy_HSA=-0.799. (2) Drug 1: CCN(CC)CCCC(C)NC1=C2C=C(C=CC2=NC3=C1C=CC(=C3)Cl)OC. Drug 2: C(CN)CNCCSP(=O)(O)O. Cell line: CAKI-1. Synergy scores: CSS=26.2, Synergy_ZIP=-6.19, Synergy_Bliss=2.34, Synergy_Loewe=-54.4, Synergy_HSA=0.00645.